Dataset: Full USPTO retrosynthesis dataset with 1.9M reactions from patents (1976-2016). Task: Predict the reactants needed to synthesize the given product. (1) Given the product [CH2:37]1[C:40]2([CH2:43][N:42]([C:28]([CH:26]3[CH2:25][CH2:24][C:23]4[C:16]5[C:15]([NH:14][C:6]6[CH:7]=[C:8]7[C:12](=[CH:13][C:5]=6[O:4][CH:2]([CH3:1])[CH3:3])[NH:11][N:10]=[CH:9]7)=[N:20][CH:19]=[N:18][C:17]=5[S:21][C:22]=4[CH2:27]3)=[O:30])[CH2:41]2)[CH2:39][O:38]1, predict the reactants needed to synthesize it. The reactants are: [CH3:1][CH:2]([O:4][C:5]1[CH:13]=[C:12]2[C:8]([CH:9]=[N:10][NH:11]2)=[CH:7][C:6]=1[NH:14][C:15]1[C:16]2[C:23]3[CH2:24][CH2:25][CH:26]([C:28]([OH:30])=O)[CH2:27][C:22]=3[S:21][C:17]=2[N:18]=[CH:19][N:20]=1)[CH3:3].C(O)(=O)C(O)=O.[CH2:37]1[C:40]2([CH2:43][NH:42][CH2:41]2)[CH2:39][O:38]1. (2) Given the product [Cl:24][C:25]1[CH:30]=[CH:29][CH:28]=[CH:27][C:26]=1[C:31]1[C:32](=[O:34])[N:13]([CH3:12])[C:14]2[N:15]=[C:16]([S:22][CH3:23])[N:17]=[CH:18][C:19]=2[CH:20]=1, predict the reactants needed to synthesize it. The reactants are: C1CCN2C(=NCCC2)CC1.[CH3:12][NH:13][C:14]1[C:19]([CH:20]=O)=[CH:18][N:17]=[C:16]([S:22][CH3:23])[N:15]=1.[Cl:24][C:25]1[CH:30]=[CH:29][CH:28]=[CH:27][C:26]=1[CH2:31][C:32]([O:34]CC)=O.O.